Dataset: Reaction yield outcomes from USPTO patents with 853,638 reactions. Task: Predict the reaction yield, written as a fraction of the theoretical maximum amount of product (1.0 means a 100% yield; for example, 0.34 means a 34% yield). (1) The reactants are [Br:1][C:2]1[CH:7]=[CH:6][C:5]([OH:8])=[CH:4][C:3]=1/[CH:9]=[CH:10]/[C:11]([OH:13])=[O:12].[CH2:14](O)[CH3:15]. No catalyst specified. The product is [Br:1][C:2]1[CH:7]=[CH:6][C:5]([OH:8])=[CH:4][C:3]=1/[CH:9]=[CH:10]/[C:11]([O:13][CH2:14][CH3:15])=[O:12]. The yield is 0.900. (2) The yield is 0.980. The catalyst is C(Cl)Cl. The reactants are [C:1]([O:5][C:6]([NH:8][CH:9]([CH3:13])[C:10]([OH:12])=O)=[O:7])([CH3:4])([CH3:3])[CH3:2].C1C=CC2N(O)N=NC=2C=1.CN1C(=O)CCC1.CCN=C=NCCCN(C)C.[NH:42]1[CH2:47][CH2:46][S:45][CH2:44][CH2:43]1. The product is [C:1]([O:5][C:6](=[O:7])[NH:8][CH:9]([CH3:13])[C:10](=[O:12])[N:42]1[CH2:47][CH2:46][S:45][CH2:44][CH2:43]1)([CH3:2])([CH3:3])[CH3:4]. (3) The reactants are [CH2:1]([O:3][C:4](=[O:21])[CH2:5][C:6]1[CH:11]=[CH:10][C:9]([NH:12][C:13]2[C:18](Cl)=[C:17]([NH2:20])[N:16]=[CH:15][N:14]=2)=[CH:8][CH:7]=1)[CH3:2].[O:22]([C:29]1[CH:34]=[CH:33][C:32](B(O)O)=[CH:31][CH:30]=1)[C:23]1[CH:28]=[CH:27][CH:26]=[CH:25][CH:24]=1.C1(P(C2CCCCC2)C2C=CC=CC=2C2C(OC)=CC=CC=2OC)CCCCC1.C(=O)([O-])[O-].[K+].[K+]. The catalyst is O1CCOCC1.O.C([O-])(=O)C.[Pd+2].C([O-])(=O)C. The product is [CH2:1]([O:3][C:4](=[O:21])[CH2:5][C:6]1[CH:11]=[CH:10][C:9]([NH:12][C:13]2[C:18]([C:32]3[CH:33]=[CH:34][C:29]([O:22][C:23]4[CH:28]=[CH:27][CH:26]=[CH:25][CH:24]=4)=[CH:30][CH:31]=3)=[C:17]([NH2:20])[N:16]=[CH:15][N:14]=2)=[CH:8][CH:7]=1)[CH3:2]. The yield is 0.900. (4) The reactants are [C:1]1([C:28]2[CH:33]=[CH:32][CH:31]=[CH:30][CH:29]=2)[CH:6]=[CH:5][C:4]([C@@H:7]2[CH2:9][C@H:8]2[N:10]([CH2:18][C:19]([N:21]2[CH2:26][CH2:25][N:24]([CH3:27])[CH2:23][CH2:22]2)=[O:20])C(=O)OC(C)(C)C)=[CH:3][CH:2]=1.O(CC)CC.Cl. The catalyst is CCOCC. The product is [C:1]1([C:28]2[CH:33]=[CH:32][CH:31]=[CH:30][CH:29]=2)[CH:2]=[CH:3][C:4]([C@@H:7]2[CH2:9][C@H:8]2[NH:10][CH2:18][C:19]([N:21]2[CH2:26][CH2:25][N:24]([CH3:27])[CH2:23][CH2:22]2)=[O:20])=[CH:5][CH:6]=1. The yield is 0.150. (5) The reactants are [F:1][C:2]([F:16])([F:15])[C:3]1[CH:8]=[CH:7][C:6]([C:9]#[C:10]/[CH:11]=[CH:12]/[CH2:13][OH:14])=[CH:5][CH:4]=1. The catalyst is C(Cl)Cl.[O-2].[O-2].[Mn+4]. The product is [F:1][C:2]([F:15])([F:16])[C:3]1[CH:4]=[CH:5][C:6]([C:9]#[C:10]/[CH:11]=[CH:12]/[CH:13]=[O:14])=[CH:7][CH:8]=1. The yield is 0.700. (6) The reactants are [C:1]([O:5][C:6]([NH:8][CH2:9][C:10]1[O:11][CH:12]=[C:13]([C:15]([OH:17])=[O:16])[N:14]=1)=[O:7])([CH3:4])([CH3:3])[CH3:2].I[CH3:19].[H-].[Na+]. The catalyst is C1COCC1.C(OCC)(=O)C. The product is [C:1]([O:5][C:6]([N:8]([CH2:9][C:10]1[O:11][CH:12]=[C:13]([C:15]([OH:17])=[O:16])[N:14]=1)[CH3:19])=[O:7])([CH3:4])([CH3:2])[CH3:3]. The yield is 0.810. (7) The reactants are I[CH:2]([CH3:4])[CH3:3].[NH:5]1[C:9]([C:10]2[CH:11]=[C:12]([C:16]3[CH:17]=[CH:18][C:19]4[O:23][C:22]([C:24]5[CH:29]=[CH:28][C:27]([F:30])=[CH:26][CH:25]=5)=[C:21]([C:31]([NH:33][CH3:34])=[O:32])[C:20]=4[CH:35]=3)[CH:13]=[CH:14][CH:15]=2)=[N:8][N:7]=[N:6]1.C([O-])([O-])=O.[Na+].[Na+]. The catalyst is CN(C=O)C. The product is [F:30][C:27]1[CH:28]=[CH:29][C:24]([C:22]2[O:23][C:19]3[CH:18]=[CH:17][C:16]([C:12]4[CH:13]=[CH:14][CH:15]=[C:10]([C:9]5[N:8]=[N:7][N:6]([CH:2]([CH3:4])[CH3:3])[N:5]=5)[CH:11]=4)=[CH:35][C:20]=3[C:21]=2[C:31]([NH:33][CH3:34])=[O:32])=[CH:25][CH:26]=1. The yield is 0.300. (8) The reactants are [CH:1]1[C:13]2[NH:12][C:11]3[C:6](=[CH:7][CH:8]=[CH:9][CH:10]=3)[C:5]=2[CH:4]=[CH:3][CH:2]=1.[Al+3].[Cl-].[Cl-].[Cl-].[C:18](Cl)([CH3:20])=[O:19].[OH2:22].[N+]([C:26]1[CH:31]=CC=CC=1)([O-])=O. No catalyst specified. The product is [C:18]([C:3]1[CH:2]=[CH:1][C:13]2[NH:12][C:11]3[C:6]([C:5]=2[CH:4]=1)=[CH:7][C:8]([C:31](=[O:22])[CH3:26])=[CH:9][CH:10]=3)(=[O:19])[CH3:20]. The yield is 0.500.